Predict which catalyst facilitates the given reaction. From a dataset of Catalyst prediction with 721,799 reactions and 888 catalyst types from USPTO. (1) Reactant: Br[C:2]1[NH:6][C:5]([CH3:7])=[N:4][C:3]=1[C:8]1[CH:13]=[CH:12][C:11]([F:14])=[CH:10][CH:9]=1.[O-]P([O-])([O-])=O.[K+].[K+].[K+].[C:23]([NH:31][C:32]1[N:33]=[C:34]2[CH:39]=[CH:38][C:37](B(O)O)=[N:36][N:35]2[CH:43]=1)(=[O:30])[C:24]1[CH:29]=[CH:28][N:27]=[CH:26][CH:25]=1. Product: [F:14][C:11]1[CH:12]=[CH:13][C:8]([C:3]2[N:4]=[C:5]([CH3:7])[NH:6][C:2]=2[C:37]2[CH:38]=[CH:39][C:34]3[N:35]([CH:43]=[C:32]([NH:31][C:23](=[O:30])[C:24]4[CH:29]=[CH:28][N:27]=[CH:26][CH:25]=4)[N:33]=3)[N:36]=2)=[CH:9][CH:10]=1. The catalyst class is: 462. (2) Reactant: [Br:1][CH2:2][C:3]1[CH:19]=[CH:18][C:6]([C:7]([C:9]2[CH:14]=[CH:13][C:12]([N+:15]([O-:17])=[O:16])=[CH:11][CH:10]=2)=O)=[CH:5][CH:4]=1.FC(F)(F)S(O)(=O)=O.C([SiH](CC)CC)C.C(=O)(O)[O-].[Na+]. Product: [Br:1][CH2:2][C:3]1[CH:19]=[CH:18][C:6]([CH2:7][C:9]2[CH:14]=[CH:13][C:12]([N+:15]([O-:17])=[O:16])=[CH:11][CH:10]=2)=[CH:5][CH:4]=1. The catalyst class is: 4. (3) Reactant: [C:1]([O:4][C:5]1[C:6]([C:11]#[CH:12])=[N:7][CH:8]=[CH:9][CH:10]=1)(=[O:3])[CH3:2]. Product: [C:1]([O:4][C:5]1[C:6]([CH2:11][CH3:12])=[N:7][CH:8]=[CH:9][CH:10]=1)(=[O:3])[CH3:2]. The catalyst class is: 856. (4) Reactant: [CH2:1]([C@H:4]1[CH2:8][O:7][C:6](=[O:9])[N:5]1[C:10]1[CH:15]=[CH:14][N:13]2[N:16]=[CH:17][C:18]([C:19]3[CH:24]=[CH:23][C:22]([C:25]4[N:29]=[CH:28][N:27](COCC[Si](C)(C)C)[N:26]=4)=[CH:21][CH:20]=3)=[C:12]2[N:11]=1)[CH2:2][CH3:3].FC(F)(F)C(O)=O. Product: [NH:27]1[CH:28]=[N:29][C:25]([C:22]2[CH:21]=[CH:20][C:19]([C:18]3[CH:17]=[N:16][N:13]4[CH:14]=[CH:15][C:10]([N:5]5[C@@H:4]([CH2:1][CH2:2][CH3:3])[CH2:8][O:7][C:6]5=[O:9])=[N:11][C:12]=34)=[CH:24][CH:23]=2)=[N:26]1. The catalyst class is: 2. (5) Reactant: [SH:1][C:2]1[N:7]=[CH:6][CH:5]=[CH:4][N:3]=1.[CH2:8](O[K])C.[Cl-].[CH:13]([C:15]1[CH:20]=[CH:19][CH:18]=[CH:17][CH:16]=1)=[CH2:14]. Product: [CH:13]([C:15]1[CH:20]=[CH:19][C:18]([CH2:8][S:1][C:2]2[N:7]=[CH:6][CH:5]=[CH:4][N:3]=2)=[CH:17][CH:16]=1)=[CH2:14]. The catalyst class is: 8. (6) Reactant: [O:1]1[CH2:6][CH2:5][N:4]([C:7]2[N:12]=[C:11]([NH:13][CH2:14][C:15]3[C:24]4[C:19](=[CH:20][CH:21]=[CH:22][CH:23]=4)[CH:18]=[CH:17][CH:16]=3)[C:10]([N+:25]([O-])=O)=[CH:9][CH:8]=2)[CH2:3][CH2:2]1. Product: [O:1]1[CH2:6][CH2:5][N:4]([C:7]2[N:12]=[C:11]([NH:13][CH2:14][C:15]3[C:24]4[C:19](=[CH:20][CH:21]=[CH:22][CH:23]=4)[CH:18]=[CH:17][CH:16]=3)[C:10]([NH2:25])=[CH:9][CH:8]=2)[CH2:3][CH2:2]1. The catalyst class is: 19. (7) Reactant: [Cl:1][C:2]1[C:3]([N:8]2[C:12](O)([C:13]([O:15][CH3:16])=[O:14])[CH2:11][C:10]([CH2:18][OH:19])=[N:9]2)=[N:4][CH:5]=[CH:6][CH:7]=1.C(N(CC)CC)C.[S:27](Cl)([CH3:30])(=[O:29])=[O:28]. Product: [Cl:1][C:2]1[C:3]([N:8]2[C:12]([C:13]([O:15][CH3:16])=[O:14])=[CH:11][C:10]([CH2:18][O:19][S:27]([CH3:30])(=[O:29])=[O:28])=[N:9]2)=[N:4][CH:5]=[CH:6][CH:7]=1. The catalyst class is: 20.